This data is from Peptide-MHC class II binding affinity with 134,281 pairs from IEDB. The task is: Regression. Given a peptide amino acid sequence and an MHC pseudo amino acid sequence, predict their binding affinity value. This is MHC class II binding data. (1) The peptide sequence is SGREVIDAMCHATLT. The MHC is DRB1_0801 with pseudo-sequence DRB1_0801. The binding affinity (normalized) is 0.367. (2) The peptide sequence is NSCAKNYNCKILPNT. The MHC is HLA-DQA10301-DQB10302 with pseudo-sequence HLA-DQA10301-DQB10302. The binding affinity (normalized) is 0. (3) The peptide sequence is SARYDVALSEQGEFK. The MHC is DRB1_1101 with pseudo-sequence DRB1_1101. The binding affinity (normalized) is 0.322.